This data is from CYP2C9 inhibition data for predicting drug metabolism from PubChem BioAssay. The task is: Regression/Classification. Given a drug SMILES string, predict its absorption, distribution, metabolism, or excretion properties. Task type varies by dataset: regression for continuous measurements (e.g., permeability, clearance, half-life) or binary classification for categorical outcomes (e.g., BBB penetration, CYP inhibition). Dataset: cyp2c9_veith. (1) The molecule is COc1ccccc1NC(=O)Nc1nnc(-c2ccco2)s1. The result is 0 (non-inhibitor). (2) The compound is Cc1nc2cnc(N3CCNCC3)nc2n(CCC#N)c1=O. The result is 0 (non-inhibitor). (3) The molecule is CN1[C@H]2CC(=O)C[C@@H]1[C@@H](O)C2. The result is 0 (non-inhibitor).